This data is from Forward reaction prediction with 1.9M reactions from USPTO patents (1976-2016). The task is: Predict the product of the given reaction. (1) Given the reactants Cl.[NH2:2][C:3]1[N:32]=[C:6]2[N:7]([C:22]3[CH:27]=[CH:26][CH:25]=[C:24]([C:28]([F:31])([F:30])[F:29])[CH:23]=3)[C:8]([CH3:21])=[C:9]([C:19]#[N:20])[C@@H:10]([C:11]3[CH:16]=[CH:15][C:14]([C:17]#[N:18])=[CH:13][CH:12]=3)[N:5]2[N:4]=1.[O:33]([CH2:40][C:41](Cl)=[O:42])[C:34]1[CH:39]=[CH:38][CH:37]=[CH:36][CH:35]=1, predict the reaction product. The product is: [C:19]([C:9]1[C@@H:10]([C:11]2[CH:16]=[CH:15][C:14]([C:17]#[N:18])=[CH:13][CH:12]=2)[N:5]2[N:4]=[C:3]([NH:2][C:41](=[O:42])[CH2:40][O:33][C:34]3[CH:39]=[CH:38][CH:37]=[CH:36][CH:35]=3)[N:32]=[C:6]2[N:7]([C:22]2[CH:27]=[CH:26][CH:25]=[C:24]([C:28]([F:29])([F:31])[F:30])[CH:23]=2)[C:8]=1[CH3:21])#[N:20]. (2) Given the reactants [C:1]1([N:7]2[C:12](=[O:13])[C:11]3[S:14][CH:15]=[C:16]([C:17]4[CH:22]=[CH:21][CH:20]=[CH:19][CH:18]=4)[C:10]=3[N:9]=[CH:8]2)[CH:6]=[CH:5][CH:4]=[CH:3][CH:2]=1.[NH2:23][C:24]1C(C2C=CC=CC=2)=CSC=1C(OC)=O.C(OCC)(OCC)OCC.NC1C=C(C=CC=1)C#N, predict the reaction product. The product is: [O:13]=[C:12]1[N:7]([C:1]2[CH:6]=[C:5]([CH:4]=[CH:3][CH:2]=2)[C:24]#[N:23])[CH:8]=[N:9][C:10]2[C:16]([C:17]3[CH:18]=[CH:19][CH:20]=[CH:21][CH:22]=3)=[CH:15][S:14][C:11]1=2. (3) Given the reactants C(OC(=O)[NH:7][C@H:8]([C:10]1[N:18]([C:19]2[CH:24]=[CH:23][CH:22]=[CH:21][CH:20]=2)[C:13]2=[N:14][CH:15]=[CH:16][CH:17]=[C:12]2[N:11]=1)[CH3:9])(C)(C)C.C(O)(C(F)(F)F)=O, predict the reaction product. The product is: [C:19]1([N:18]2[C:13]3=[N:14][CH:15]=[CH:16][CH:17]=[C:12]3[N:11]=[C:10]2[C@@H:8]([NH2:7])[CH3:9])[CH:20]=[CH:21][CH:22]=[CH:23][CH:24]=1. (4) Given the reactants [CH3:1][O:2][C:3]1[C:8]([CH3:9])=[C:7]([C:10]2[CH:11]=[CH:12][C:13]3[C:14]4[N:23]([C@H:24]5[CH2:28][CH2:27][O:26][CH2:25]5)[N:22]=[CH:21][C:15]=4[C:16](=[O:20])[NH:17][C:18]=3[CH:19]=2)[C:6]([CH3:29])=[CH:5][N:4]=1.CC(=O)CC.[P:35](=[O:39])([OH:38])([OH:37])[OH:36], predict the reaction product. The product is: [P:35]([OH:39])([OH:38])([OH:37])=[O:36].[CH3:1][O:2][C:3]1[C:8]([CH3:9])=[C:7]([C:10]2[CH:11]=[CH:12][C:13]3[C:14]4[N:23]([C@H:24]5[CH2:28][CH2:27][O:26][CH2:25]5)[N:22]=[CH:21][C:15]=4[C:16](=[O:20])[NH:17][C:18]=3[CH:19]=2)[C:6]([CH3:29])=[CH:5][N:4]=1. (5) The product is: [CH2:41]([S:42]([N:5]1[CH2:6][CH2:7][C@@H:2]([CH3:1])[C@@H:3]([N:8]2[C:17]3[C:12](=[CH:13][N:14]=[C:15]4[N:20]([CH2:21][O:22][CH2:23][CH2:24][Si:25]([CH3:28])([CH3:27])[CH3:26])[CH:19]=[CH:18][C:16]4=3)[C:11](=[O:29])[CH:10]=[CH:9]2)[CH2:4]1)(=[O:44])=[O:43])[CH:40]([CH3:46])[CH3:39]. Given the reactants [CH3:1][C@@H:2]1[CH2:7][CH2:6][NH:5][CH2:4][C@@H:3]1[N:8]1[C:17]2[C:12](=[CH:13][N:14]=[C:15]3[N:20]([CH2:21][O:22][CH2:23][CH2:24][Si:25]([CH3:28])([CH3:27])[CH3:26])[CH:19]=[CH:18][C:16]3=2)[C:11](=[O:29])[CH:10]=[CH:9]1.C(N(CC)C(C)C)(C)C.[CH3:39][CH:40]([CH3:46])[CH2:41][S:42](Cl)(=[O:44])=[O:43].O, predict the reaction product. (6) Given the reactants [NH2:1][C:2]1[NH:6][N:5]=[C:4]([CH3:7])[C:3]=1[C:8]1[S:9][C:10]2[CH:16]=[C:15]([S:17](Cl)(=[O:19])=[O:18])[CH:14]=[CH:13][C:11]=2[N:12]=1.[N:21]1[CH:26]=[CH:25][C:24]([CH2:27][NH2:28])=[CH:23][CH:22]=1.CN1CCOCC1, predict the reaction product. The product is: [N:21]1[CH:26]=[CH:25][C:24]([CH2:27][NH:28][S:17]([C:15]2[CH:14]=[CH:13][C:11]3[N:12]=[C:8]([C:3]4[C:4]([CH3:7])=[N:5][NH:6][C:2]=4[NH2:1])[S:9][C:10]=3[CH:16]=2)(=[O:19])=[O:18])=[CH:23][CH:22]=1. (7) Given the reactants [Cl:1][C:2]1[CH:3]=[C:4]2[C:12](=[CH:13][CH:14]=1)[NH:11][C:10]1[CH:9]([NH2:15])[CH2:8][CH2:7][CH2:6][C:5]2=1.CCN(C(C)C)C(C)C.[F:25][C:26]1[CH:31]=[CH:30][CH:29]=[C:28]([C:32](O)=[O:33])[N:27]=1.F[B-](F)(F)F.N1(OC(N(C)C)=[N+](C)C)C2C=CC=CC=2N=N1, predict the reaction product. The product is: [Cl:1][C:2]1[CH:3]=[C:4]2[C:12](=[CH:13][CH:14]=1)[NH:11][C:10]1[CH:9]([NH:15][C:32]([C:28]3[CH:29]=[CH:30][CH:31]=[C:26]([F:25])[N:27]=3)=[O:33])[CH2:8][CH2:7][CH2:6][C:5]2=1. (8) Given the reactants [Cl:1][C:2]1[CH:3]=[N:4][CH:5]=[C:6]([Cl:20])[C:7]=1[S:8][C:9]1[S:13][C:12]([C:14]([OH:16])=O)=[CH:11][C:10]=1[N+:17]([O-:19])=[O:18].[NH2:21][C:22]1[CH:23]=[CH:24][CH:25]=[C:26]2[C:31]=1[N:30]=[CH:29][CH:28]=[CH:27]2, predict the reaction product. The product is: [Cl:20][C:6]1[CH:5]=[N:4][CH:3]=[C:2]([Cl:1])[C:7]=1[S:8][C:9]1[S:13][C:12]([C:14]([NH:21][C:22]2[CH:23]=[CH:24][CH:25]=[C:26]3[C:31]=2[N:30]=[CH:29][CH:28]=[CH:27]3)=[O:16])=[CH:11][C:10]=1[N+:17]([O-:19])=[O:18].